From a dataset of Full USPTO retrosynthesis dataset with 1.9M reactions from patents (1976-2016). Predict the reactants needed to synthesize the given product. Given the product [Cl:36][C:24]1[CH:25]=[C:26]([N:28]2[C:33](=[O:34])[NH:32][C:31](=[O:35])[CH:30]=[N:29]2)[CH:27]=[C:2]([Cl:1])[C:3]=1[O:4][C:5]1[CH:6]=[CH:7][C:8]([OH:22])=[C:9]([NH:11][S:12]([C:15]2[CH:20]=[CH:19][C:18]([F:21])=[CH:17][CH:16]=2)(=[O:14])=[O:13])[CH:10]=1, predict the reactants needed to synthesize it. The reactants are: [Cl:1][C:2]1[CH:27]=[C:26]([N:28]2[C:33](=[O:34])[NH:32][C:31](=[O:35])[CH:30]=[N:29]2)[CH:25]=[C:24]([Cl:36])[C:3]=1[O:4][C:5]1[CH:6]=[CH:7][C:8]([O:22]C)=[C:9]([NH:11][S:12]([C:15]2[CH:20]=[CH:19][C:18]([F:21])=[CH:17][CH:16]=2)(=[O:14])=[O:13])[CH:10]=1.B(Br)(Br)Br.